Dataset: Catalyst prediction with 721,799 reactions and 888 catalyst types from USPTO. Task: Predict which catalyst facilitates the given reaction. (1) Reactant: ClC(Cl)(Cl)[C:3]([C:5]1[N:14]2[C:8]([CH2:9][N:10]([C:19]([C:21]3[CH:26]=[CH:25][C:24]([C:27]4[CH:32]=[CH:31][CH:30]=[CH:29][C:28]=4[C:33]([F:36])([F:35])[F:34])=[C:23]([CH3:37])[CH:22]=3)=[O:20])[C:11]3[CH:18]=[CH:17][CH:16]=[CH:15][C:12]=3[CH2:13]2)=[CH:7][CH:6]=1)=[O:4].[OH-].[Na+].Cl.C([O:45]CC)C.CCCCCC. Product: [CH3:37][C:23]1[CH:22]=[C:21]([C:19]([N:10]2[C:11]3[CH:18]=[CH:17][CH:16]=[CH:15][C:12]=3[CH2:13][N:14]3[C:5]([C:3]([OH:45])=[O:4])=[CH:6][CH:7]=[C:8]3[CH2:9]2)=[O:20])[CH:26]=[CH:25][C:24]=1[C:27]1[CH:32]=[CH:31][CH:30]=[CH:29][C:28]=1[C:33]([F:34])([F:36])[F:35]. The catalyst class is: 21. (2) Reactant: CN(C=O)C.[C:6]([O:10][C:11]([N:13]1[CH2:16][CH:15]([O:17][C:18]2[CH:23]=[C:22]([Br:24])[CH:21]=[CH:20][C:19]=2[OH:25])[CH2:14]1)=[O:12])([CH3:9])([CH3:8])[CH3:7].C([O-])([O-])=O.[Cs+].[Cs+].[CH2:32](Br)[C:33]1[CH:38]=[CH:37][CH:36]=[CH:35][CH:34]=1. Product: [C:6]([O:10][C:11]([N:13]1[CH2:14][CH:15]([O:17][C:18]2[CH:23]=[C:22]([Br:24])[CH:21]=[CH:20][C:19]=2[O:25][CH2:32][C:33]2[CH:38]=[CH:37][CH:36]=[CH:35][CH:34]=2)[CH2:16]1)=[O:12])([CH3:9])([CH3:7])[CH3:8]. The catalyst class is: 6. (3) Reactant: C(OC([NH:8][C@H:9]1[CH2:14][C@@H:13]([CH3:15])[CH2:12][N:11]([C:16]2[CH:21]=[CH:20][N:19]=[CH:18][C:17]=2[NH:22][C:23]([C:25]2[C:29]3=[N:30][CH:31]=[C:32]([C:34]4[CH:35]=[N:36][CH:37]=[N:38][CH:39]=4)[CH:33]=[C:28]3[O:27][C:26]=2[NH:40]C(=O)OC(C)(C)C)=[O:24])[CH2:10]1)=O)(C)(C)C.Cl.O1CCOCC1. Product: [NH2:40][C:26]1[O:27][C:28]2[C:29](=[N:30][CH:31]=[C:32]([C:34]3[CH:39]=[N:38][CH:37]=[N:36][CH:35]=3)[CH:33]=2)[C:25]=1[C:23]([NH:22][C:17]1[CH:18]=[N:19][CH:20]=[CH:21][C:16]=1[N:11]1[CH2:12][C@H:13]([CH3:15])[CH2:14][C@H:9]([NH2:8])[CH2:10]1)=[O:24]. The catalyst class is: 5. (4) Reactant: [NH2:1][C:2]1[NH:6][N:5]=[C:4]2[C:7]([CH3:18])([CH3:17])[N:8]([C:10]([O:12][C:13]([CH3:16])([CH3:15])[CH3:14])=[O:11])[CH2:9][C:3]=12.C(N(CC)C(C)C)(C)C.[CH3:28][CH2:29][O:30][C:31](C)=[O:32]. Product: [NH2:1][C:2]1[N:6]([C:31]([O:30][CH2:29][CH3:28])=[O:32])[N:5]=[C:4]2[C:7]([CH3:18])([CH3:17])[N:8]([C:10]([O:12][C:13]([CH3:16])([CH3:15])[CH3:14])=[O:11])[CH2:9][C:3]=12. The catalyst class is: 1. (5) Reactant: [N:1]12[CH2:8][CH2:7][CH:4]([CH2:5][CH2:6]1)[C@@H:3]([OH:9])[CH2:2]2.[C:10]1([C:16]([N:22]2[CH2:27][CH2:26][CH2:25][CH2:24][CH2:23]2)([CH3:21])[C:17](OC)=[O:18])[CH:15]=[CH:14][CH:13]=[CH:12][CH:11]=1.[H-].[Na+]. Product: [C:10]1([C:16]([N:22]2[CH2:27][CH2:26][CH2:25][CH2:24][CH2:23]2)([CH3:21])[C:17]([O:9][C@@H:3]2[CH:4]3[CH2:7][CH2:8][N:1]([CH2:6][CH2:5]3)[CH2:2]2)=[O:18])[CH:11]=[CH:12][CH:13]=[CH:14][CH:15]=1. The catalyst class is: 11.